From a dataset of Reaction yield outcomes from USPTO patents with 853,638 reactions. Predict the reaction yield, written as a fraction of the theoretical maximum amount of product (1.0 means a 100% yield; for example, 0.34 means a 34% yield). (1) The reactants are [CH3:1][C:2]1[O:6][N:5]=[C:4]([C:7]2[CH:12]=[CH:11][CH:10]=[CH:9][CH:8]=2)[C:3]=1[CH2:13][OH:14].[H-].[Na+].Cl[C:18]1[CH:27]=[CH:26][C:21]([C:22]([O:24][CH3:25])=[O:23])=[CH:20][N:19]=1. The catalyst is C(OCC)(=O)C. The product is [CH3:25][O:24][C:22](=[O:23])[C:21]1[CH:26]=[CH:27][C:18]([O:14][CH2:13][C:3]2[C:4]([C:7]3[CH:12]=[CH:11][CH:10]=[CH:9][CH:8]=3)=[N:5][O:6][C:2]=2[CH3:1])=[N:19][CH:20]=1. The yield is 0.420. (2) The reactants are CC1(C)C2C(=C(P(C3C=CC=CC=3)C3C=CC=CC=3)C=CC=2)OC2C(P(C3C=CC=CC=3)C3C=CC=CC=3)=CC=CC1=2.I[C:44]1[C:45]([O:59][CH3:60])=[CH:46][C:47]([N:50]([CH3:58])[C:51](=[O:57])[O:52][C:53]([CH3:56])([CH3:55])[CH3:54])=[N:48][CH:49]=1.[C:61]1([C:67]([C:69]2[CH:74]=[CH:73][CH:72]=[CH:71][CH:70]=2)=[NH:68])[CH:66]=[CH:65][CH:64]=[CH:63][CH:62]=1.C([O-])([O-])=O.[Cs+].[Cs+]. The catalyst is O1CCOCC1.C1C=CC(/C=C/C(/C=C/C2C=CC=CC=2)=O)=CC=1.C1C=CC(/C=C/C(/C=C/C2C=CC=CC=2)=O)=CC=1.C1C=CC(/C=C/C(/C=C/C2C=CC=CC=2)=O)=CC=1.[Pd].[Pd]. The product is [C:61]1([C:67](=[N:68][C:44]2[C:45]([O:59][CH3:60])=[CH:46][C:47]([N:50]([CH3:58])[C:51](=[O:57])[O:52][C:53]([CH3:56])([CH3:55])[CH3:54])=[N:48][CH:49]=2)[C:69]2[CH:70]=[CH:71][CH:72]=[CH:73][CH:74]=2)[CH:66]=[CH:65][CH:64]=[CH:63][CH:62]=1. The yield is 0.690.